From a dataset of Full USPTO retrosynthesis dataset with 1.9M reactions from patents (1976-2016). Predict the reactants needed to synthesize the given product. (1) The reactants are: [CH2:1]([S:8]([N:11]1[CH2:16][CH2:15][CH:14]([CH2:17][N:18]2[C:26]3[C:21](=[CH:22][C:23]([C:27]4[CH:28]=[N:29][N:30](C5CCCCO5)[CH:31]=4)=[CH:24][CH:25]=3)[CH:20]=[N:19]2)[CH2:13][CH2:12]1)(=[O:10])=[O:9])[C:2]1[CH:7]=[CH:6][CH:5]=[CH:4][CH:3]=1.O.C1(C)C=CC(S(O)(=O)=O)=CC=1. Given the product [CH2:1]([S:8]([N:11]1[CH2:16][CH2:15][CH:14]([CH2:17][N:18]2[C:26]3[C:21](=[CH:22][C:23]([C:27]4[CH:28]=[N:29][NH:30][CH:31]=4)=[CH:24][CH:25]=3)[CH:20]=[N:19]2)[CH2:13][CH2:12]1)(=[O:9])=[O:10])[C:2]1[CH:7]=[CH:6][CH:5]=[CH:4][CH:3]=1, predict the reactants needed to synthesize it. (2) Given the product [Cl:18][C:19]1[N:24]=[C:23]([Cl:25])[C:22]([CH2:26][NH:1][C:2]2[CH:3]=[C:4]([CH:11]=[C:12]([O:14][CH3:15])[CH:13]=2)[C:5]([NH:7][O:8][CH2:9][CH3:10])=[O:6])=[CH:21][N:20]=1, predict the reactants needed to synthesize it. The reactants are: [NH2:1][C:2]1[CH:3]=[C:4]([CH:11]=[C:12]([O:14][CH3:15])[CH:13]=1)[C:5]([NH:7][O:8][CH2:9][CH3:10])=[O:6].[OH-].[Na+].[Cl:18][C:19]1[N:24]=[C:23]([Cl:25])[C:22]([CH2:26]I)=[CH:21][N:20]=1.